The task is: Predict the reaction yield, written as a fraction of the theoretical maximum amount of product (1.0 means a 100% yield; for example, 0.34 means a 34% yield).. This data is from Reaction yield outcomes from USPTO patents with 853,638 reactions. (1) The reactants are Br[C:2]1[CH:3]=[C:4]([C:15]([O:17]C)=[O:16])[C:5]2[C:6]([CH3:14])=[CH:7][N:8]([CH:11]([CH3:13])[CH3:12])[C:9]=2[CH:10]=1.[CH3:19][S:20]([OH:22])=[O:21].CNCCNC. The catalyst is CS(C)=O. The product is [CH:11]([N:8]1[C:9]2[CH:10]=[C:2]([S:20]([CH3:19])(=[O:22])=[O:21])[CH:3]=[C:4]([C:15]([OH:17])=[O:16])[C:5]=2[C:6]([CH3:14])=[CH:7]1)([CH3:13])[CH3:12]. The yield is 0.250. (2) The reactants are [OH-].[Na+].[Br:3][C:4]1[CH:5]=[CH:6][C:7]2[N:8]([CH2:18][CH:19]([OH:24])[C:20]([O:22]C)=[O:21])[C:9]3[C:14]([C:15]=2[CH:16]=1)=[CH:13][C:12]([Br:17])=[CH:11][CH:10]=3. The yield is 0.990. The product is [Br:17][C:12]1[CH:11]=[CH:10][C:9]2[N:8]([CH2:18][CH:19]([OH:24])[C:20]([OH:22])=[O:21])[C:7]3[C:15]([C:14]=2[CH:13]=1)=[CH:16][C:4]([Br:3])=[CH:5][CH:6]=3. The catalyst is CCO.